From a dataset of Catalyst prediction with 721,799 reactions and 888 catalyst types from USPTO. Predict which catalyst facilitates the given reaction. (1) Reactant: [Br:1][C:2]1[CH:8]=[CH:7][C:5]([NH2:6])=[C:4]([F:9])[CH:3]=1.Cl[C:11]1[C:16]([C:17]([O:19][CH2:20][CH3:21])=[O:18])=[CH:15][N:14]=[C:13]([Cl:22])[CH:12]=1.Cl. Product: [Br:1][C:2]1[CH:8]=[CH:7][C:5]([NH:6][C:11]2[C:16]([C:17]([O:19][CH2:20][CH3:21])=[O:18])=[CH:15][N:14]=[C:13]([Cl:22])[CH:12]=2)=[C:4]([F:9])[CH:3]=1. The catalyst class is: 14. (2) Reactant: [NH2:1][C:2]1[CH:7]=[CH:6][N:5]=[CH:4][N:3]=1.[H-].[Na+].Br[C:11]1[S:12][C:13]([C:16]2[CH:21]=[CH:20][CH:19]=[CH:18][CH:17]=2)=[CH:14][N:15]=1. Product: [C:16]1([C:13]2[S:12][C:11]([NH:1][C:2]3[CH:7]=[CH:6][N:5]=[CH:4][N:3]=3)=[N:15][CH:14]=2)[CH:17]=[CH:18][CH:19]=[CH:20][CH:21]=1. The catalyst class is: 1.